From a dataset of Catalyst prediction with 721,799 reactions and 888 catalyst types from USPTO. Predict which catalyst facilitates the given reaction. (1) Reactant: [F:1][C:2]([F:43])([F:42])[C:3]1[CH:4]=[C:5]([C@H:13]2[O:17][C:16](=[O:18])[N:15]([CH2:19][C:20]3[CH:21]=[C:22]4[C:26](=[CH:27][C:28]=3[C:29]3[CH:34]=[C:33]([CH:35]([CH3:37])[CH3:36])[C:32]([F:38])=[CH:31][C:30]=3[O:39][CH3:40])[CH2:25][NH:24][CH2:23]4)[C@H:14]2[CH3:41])[CH:6]=[C:7]([C:9]([F:12])([F:11])[F:10])[CH:8]=1.[BH3-][C:45]#N.[Na+].CC(O)=O.C=O. Product: [F:12][C:9]([F:10])([F:11])[C:7]1[CH:6]=[C:5]([C@H:13]2[O:17][C:16](=[O:18])[N:15]([CH2:19][C:20]3[CH:21]=[C:22]4[C:26](=[CH:27][C:28]=3[C:29]3[CH:34]=[C:33]([CH:35]([CH3:36])[CH3:37])[C:32]([F:38])=[CH:31][C:30]=3[O:39][CH3:40])[CH2:25][N:24]([CH3:45])[CH2:23]4)[C@H:14]2[CH3:41])[CH:4]=[C:3]([C:2]([F:1])([F:42])[F:43])[CH:8]=1. The catalyst class is: 5. (2) Reactant: [C:1]([CH2:3][C:4]([N:6]1[CH2:10][CH2:9][CH2:8][C@@H:7]1[CH2:11][N:12]1[C:16]2[CH:17]=[CH:18][C:19]([C:21]([NH:23][CH2:24][C:25]([CH3:28])([CH3:27])[CH3:26])=[O:22])=[CH:20][C:15]=2[N:14]=[C:13]1[NH:29][C:30]([C:32]1[S:33][C:34]([CH:37]([F:39])[F:38])=[CH:35][CH:36]=1)=[O:31])=[O:5])#[N:2].N1CCCC1.[CH3:45][CH:46]([CH3:49])[CH:47]=O.C[Si](Cl)(C)C. Product: [C:1]([C:3](=[CH:45][CH:46]([CH3:49])[CH3:47])[C:4]([N:6]1[CH2:10][CH2:9][CH2:8][CH:7]1[CH2:11][N:12]1[C:16]2[CH:17]=[CH:18][C:19]([C:21]([NH:23][CH2:24][C:25]([CH3:28])([CH3:27])[CH3:26])=[O:22])=[CH:20][C:15]=2[N:14]=[C:13]1[NH:29][C:30]([C:32]1[S:33][C:34]([CH:37]([F:39])[F:38])=[CH:35][CH:36]=1)=[O:31])=[O:5])#[N:2]. The catalyst class is: 34. (3) Reactant: [CH2:1]([C:3]1[CH:8]=[CH:7][C:6]([C:9]2[C:17]3[C:12](=[N:13][CH:14]=[CH:15][C:16]=3[NH:18][CH2:19][C:20]([CH3:24])([CH3:23])[CH2:21][OH:22])[O:11][C:10]=2[C:25]2[CH:30]=[CH:29][CH:28]=[CH:27][CH:26]=2)=[CH:5][CH:4]=1)[CH3:2].[C:31]([O:35][C:36]([CH3:39])([CH3:38])[CH3:37])(=[O:34])[CH:32]=[CH2:33].[OH-].[Na+].C(O)(=O)CC(CC(O)=O)(C(O)=O)O. Product: [CH2:1]([C:3]1[CH:4]=[CH:5][C:6]([C:9]2[C:17]3[C:12](=[N:13][CH:14]=[CH:15][C:16]=3[NH:18][CH2:19][C:20]([CH3:24])([CH3:23])[CH2:21][O:22][CH2:33][CH2:32][C:31]([O:35][C:36]([CH3:39])([CH3:38])[CH3:37])=[O:34])[O:11][C:10]=2[C:25]2[CH:26]=[CH:27][CH:28]=[CH:29][CH:30]=2)=[CH:7][CH:8]=1)[CH3:2]. The catalyst class is: 46. (4) Reactant: C(Cl)(=O)C(Cl)=O.[I:7][C:8]1[C:17]2[C:12](=[CH:13][CH:14]=[CH:15][CH:16]=2)[C:11]([C:18]([OH:20])=O)=[CH:10][CH:9]=1.[NH2:21][C:22]1[C:23]([C:28]([NH:30][CH2:31][CH:32]2[CH2:37][CH2:36][CH2:35][CH2:34][CH2:33]2)=[O:29])=[N:24][CH:25]=[CH:26][CH:27]=1.CCN(C(C)C)C(C)C. Product: [CH:32]1([CH2:31][NH:30][C:28]([C:23]2[C:22]([NH:21][C:18]([C:11]3[C:12]4[C:17](=[CH:16][CH:15]=[CH:14][CH:13]=4)[C:8]([I:7])=[CH:9][CH:10]=3)=[O:20])=[CH:27][CH:26]=[CH:25][N:24]=2)=[O:29])[CH2:37][CH2:36][CH2:35][CH2:34][CH2:33]1. The catalyst class is: 825. (5) Reactant: [CH3:1][C:2]1([CH3:27])[C:6]([CH3:8])([CH3:7])[O:5][B:4]([C:9]2[CH:14]=[C:13]([C:15]([F:18])([F:17])[F:16])[CH:12]=[CH:11][C:10]=2[O:19]CC2C=CC=CC=2)[O:3]1. The catalyst class is: 99. Product: [CH3:7][C:6]1([CH3:8])[C:2]([CH3:1])([CH3:27])[O:3][B:4]([C:9]2[CH:14]=[C:13]([C:15]([F:18])([F:16])[F:17])[CH:12]=[CH:11][C:10]=2[OH:19])[O:5]1. (6) Reactant: [Br:1][C:2]1[CH:10]=[CH:9][C:5]([C:6](O)=[O:7])=[C:4]([CH2:11][C:12]#[N:13])[CH:3]=1.[NH2:14][C:15]1[CH:19]=[C:18]([CH3:20])[NH:17][N:16]=1. Product: [Br:1][C:2]1[CH:3]=[C:4]2[C:5](=[CH:9][CH:10]=1)[C:6]([OH:7])=[N:13][C:12]([NH:14][C:15]1[CH:19]=[C:18]([CH3:20])[NH:17][N:16]=1)=[CH:11]2. The catalyst class is: 15.